The task is: Predict the reactants needed to synthesize the given product.. This data is from Full USPTO retrosynthesis dataset with 1.9M reactions from patents (1976-2016). (1) Given the product [CH2:1]([O:8][C:9](=[O:16])[NH:10][C@@H:11]([CH3:15])[CH2:12][CH2:13][O:14][SiH2:17][C:20]([CH3:23])([CH3:22])[CH3:21])[C:2]1[CH:7]=[CH:6][CH:5]=[CH:4][CH:3]=1, predict the reactants needed to synthesize it. The reactants are: [CH2:1]([O:8][C:9](=[O:16])[NH:10][C@@H:11]([CH3:15])[CH2:12][CH2:13][OH:14])[C:2]1[CH:7]=[CH:6][CH:5]=[CH:4][CH:3]=1.[Si:17](Cl)([C:20]([CH3:23])([CH3:22])[CH3:21])(C)C.N1C=CN=C1. (2) Given the product [CH3:1][C:2]1[C:10]([CH2:11][OH:12])=[N:9][C:8]([N:20]([CH2:26][O:27][CH3:28])[C:21]2[S:22][CH:23]=[CH:24][N:25]=2)=[CH:7][C:3]=1[C:4]([OH:6])=[O:5], predict the reactants needed to synthesize it. The reactants are: [CH3:1][C:2]1[C:10]([CH2:11][O:12][Si](C(C)(C)C)(C)C)=[N:9][C:8]([N:20]([CH2:26][O:27][CH3:28])[C:21]2[S:22][CH:23]=[CH:24][N:25]=2)=[CH:7][C:3]=1[C:4]([OH:6])=[O:5].C(Cl)(Cl)Cl.FC(F)(F)C(O)=O. (3) Given the product [C:1]([C:9]1[O:10][C:11]2[C:17]([OH:18])=[CH:16][CH:15]=[C:14]([C:20]([NH:22][C:23]3[C:28]([Cl:29])=[CH:27][CH:26]=[CH:25][C:24]=3[Cl:30])=[O:21])[C:12]=2[CH:13]=1)(=[O:8])[C:2]1[CH:3]=[CH:4][CH:5]=[CH:6][CH:7]=1, predict the reactants needed to synthesize it. The reactants are: [C:1]([C:9]1[O:10][C:11]2[C:17]([O:18]C)=[CH:16][CH:15]=[C:14]([C:20]([NH:22][C:23]3[C:28]([Cl:29])=[CH:27][CH:26]=[CH:25][C:24]=3[Cl:30])=[O:21])[C:12]=2[CH:13]=1)(=[O:8])[C:2]1[CH:7]=[CH:6][CH:5]=[CH:4][CH:3]=1.B(Br)(Br)Br.O. (4) The reactants are: [CH:1]1([O:7][CH:8]([CH2:13][CH2:14][CH2:15][CH2:16]/[CH:17]=[CH:18]/[C:19]2[S:23][CH:22]=[N:21][C:20]=2[CH3:24])[C:9]([O:11][CH3:12])=[O:10])[CH2:6][CH2:5][CH2:4][CH2:3][CH2:2]1. Given the product [CH:1]1([O:7][CH:8]([CH2:13][CH2:14][CH2:15][CH2:16][CH2:17][CH2:18][C:19]2[S:23][CH:22]=[N:21][C:20]=2[CH3:24])[C:9]([O:11][CH3:12])=[O:10])[CH2:6][CH2:5][CH2:4][CH2:3][CH2:2]1, predict the reactants needed to synthesize it. (5) Given the product [F:14][C:12]1([F:15])[O:11][C:10]2[CH:16]=[CH:17][C:7]([NH:6][C:4](=[O:5])[C:3]3[CH:18]=[CH:19][CH:20]=[CH:21][C:2]=3[NH:1][CH2:23][C:24]3[CH:29]=[CH:28][N:27]=[C:26]([NH:30][C:31]4[S:32][CH:33]=[C:34]([CH3:36])[N:35]=4)[CH:25]=3)=[CH:8][C:9]=2[O:13]1, predict the reactants needed to synthesize it. The reactants are: [NH2:1][C:2]1[CH:21]=[CH:20][CH:19]=[CH:18][C:3]=1[C:4]([NH:6][C:7]1[CH:17]=[CH:16][C:10]2[O:11][C:12]([F:15])([F:14])[O:13][C:9]=2[CH:8]=1)=[O:5].Cl[CH2:23][C:24]1[CH:29]=[CH:28][N:27]=[C:26]([NH:30][C:31]2[S:32][CH:33]=[C:34]([CH3:36])[N:35]=2)[CH:25]=1.[I-].[Na+]. (6) Given the product [N+:1]([C:4]1[CH:9]=[CH:8][CH:7]=[CH:6][C:5]=1[S:10]([N:13]1[CH2:15][CH2:14]1)(=[O:12])=[O:11])([O-:3])=[O:2], predict the reactants needed to synthesize it. The reactants are: [N+:1]([C:4]1[CH:9]=[CH:8][CH:7]=[CH:6][C:5]=1[S:10]([NH:13][CH2:14][CH2:15]OS(C)(=O)=O)(=[O:12])=[O:11])([O-:3])=[O:2].[OH-].[K+]. (7) The reactants are: [F:1][C:2]([F:19])([F:18])[C:3]1[CH:8]=[CH:7][C:6]([C:9]2[N:10]=[C:11]([CH2:14][CH2:15][CH2:16][OH:17])[S:12][CH:13]=2)=[CH:5][CH:4]=1.[CH3:20][O:21][C:22](=[O:36])[CH2:23][O:24][C:25]1[CH:30]=[C:29]([CH:31]2[CH2:33][CH2:32]2)[C:28](O)=[CH:27][C:26]=1[CH3:35].C1(P(C2C=CC=CC=2)C2C=CC=CC=2)C=CC=CC=1.N(C(OCC)=O)=NC(OCC)=O. Given the product [CH3:20][O:21][C:22](=[O:36])[CH2:23][O:24][C:25]1[CH:30]=[C:29]([CH:31]2[CH2:33][CH2:32]2)[C:28]([O:17][CH2:16][CH2:15][CH2:14][C:11]2[S:12][CH:13]=[C:9]([C:6]3[CH:5]=[CH:4][C:3]([C:2]([F:1])([F:18])[F:19])=[CH:8][CH:7]=3)[N:10]=2)=[CH:27][C:26]=1[CH3:35], predict the reactants needed to synthesize it.